Dataset: Catalyst prediction with 721,799 reactions and 888 catalyst types from USPTO. Task: Predict which catalyst facilitates the given reaction. (1) Reactant: [Cl:1][C:2]1[C:8]([CH:9]=[CH2:10])=[C:7]([Cl:11])[CH:6]=[CH:5][C:3]=1[NH2:4]. Product: [Cl:1][C:2]1[C:8]([CH2:9][CH3:10])=[C:7]([Cl:11])[CH:6]=[CH:5][C:3]=1[NH2:4]. The catalyst class is: 99. (2) Reactant: [CH3:1][C:2]1[CH:26]=[CH:25][C:5]([C:6]([NH:8][C:9]2[CH:14]=[C:13]([C:15]([F:18])([F:17])[F:16])[CH:12]=[C:11]([N:19]3[CH:23]=[CH:22][N:21]=[C:20]3[CH3:24])[CH:10]=2)=[O:7])=[CH:4][C:3]=1[N+:27]([O-])=O.O.O.Cl[Sn]Cl. Product: [NH2:27][C:3]1[CH:4]=[C:5]([CH:25]=[CH:26][C:2]=1[CH3:1])[C:6]([NH:8][C:9]1[CH:14]=[C:13]([C:15]([F:16])([F:17])[F:18])[CH:12]=[C:11]([N:19]2[CH:23]=[CH:22][N:21]=[C:20]2[CH3:24])[CH:10]=1)=[O:7]. The catalyst class is: 162. (3) Reactant: C(O[C:6](=O)[N:7]([C@@H:9]([C:19](=[O:34])[N:20]([CH3:33])[C@@H:21]([C:29](=[O:32])[NH:30][CH3:31])[CH2:22][C:23]1[CH:28]=[CH:27][CH:26]=[CH:25][CH:24]=1)[CH2:10][O:11][CH2:12][C:13]1[CH:18]=[CH:17][CH:16]=[CH:15][CH:14]=1)C)(C)(C)C.FC(F)(F)C(O)=O.C(=O)([O-])O.[Na+].C(=O)([O-])[O-].[Na+].[Na+].C(=O)([O-])O.[Na+]. Product: [CH2:12]([O:11][CH2:10][C@@H:9]([NH:7][CH3:6])[C:19]([N:20]([CH3:33])[C@@H:21]([C:29](=[O:32])[NH:30][CH3:31])[CH2:22][C:23]1[CH:24]=[CH:25][CH:26]=[CH:27][CH:28]=1)=[O:34])[C:13]1[CH:14]=[CH:15][CH:16]=[CH:17][CH:18]=1. The catalyst class is: 2. (4) Reactant: C(C1C=CC(CC[CH:11]([CH:15]2[C:28]3[C:23](=[CH:24][CH:25]=[CH:26][CH:27]=3)[C:22]3[CH:21]=[CH:20][CH:19]=[CH:18][C:17]=3[N:16]2[S:29]([C:32]2[CH:37]=[CH:36][C:35]([Cl:38])=[C:34]([Cl:39])[CH:33]=2)(=[O:31])=[O:30])[C:12]([NH2:14])=[O:13])=CC=1)#N.C(=O)([O-])[O-].[NH4+:44].[NH4+:45].[CH2:46](O)[CH3:47]. Product: [C:23]([C:22]1[CH:21]=[CH:20][C:19]([CH2:46][CH2:47][NH:14][C:12](=[O:13])[CH2:11][CH:15]2[C:28]3[C:23](=[CH:24][CH:25]=[CH:26][CH:27]=3)[C:22]3[CH:21]=[CH:20][CH:19]=[CH:18][C:17]=3[N:16]2[S:29]([C:32]2[CH:37]=[CH:36][C:35]([Cl:38])=[C:34]([Cl:39])[CH:33]=2)(=[O:30])=[O:31])=[CH:18][CH:17]=1)(=[NH:45])[NH2:44]. The catalyst class is: 33. (5) Reactant: [Cl:1][C:2]1[CH:3]=[C:4]2[C:8](=[CH:9][CH:10]=1)[N:7]([CH2:11][C:12]([O:14]C)=[O:13])[C:6]([CH3:16])=[C:5]2[S:17]([C:20]1[CH:25]=[CH:24][C:23]([Cl:26])=[CH:22][CH:21]=1)(=[O:19])=[O:18].[OH-].[Na+]. Product: [Cl:1][C:2]1[CH:3]=[C:4]2[C:8](=[CH:9][CH:10]=1)[N:7]([CH2:11][C:12]([OH:14])=[O:13])[C:6]([CH3:16])=[C:5]2[S:17]([C:20]1[CH:25]=[CH:24][C:23]([Cl:26])=[CH:22][CH:21]=1)(=[O:18])=[O:19]. The catalyst class is: 1. (6) Reactant: [O:1]1[CH2:5][CH2:4][O:3][CH:2]1[CH2:6][CH2:7][C:8]1[CH:15]=[CH:14][C:11]([C:12]#[N:13])=[CH:10][CH:9]=1.[OH:16]O.[OH-].[Na+].Cl. Product: [O:1]1[CH2:5][CH2:4][O:3][CH:2]1[CH2:6][CH2:7][C:8]1[CH:15]=[CH:14][C:11]([C:12]([NH2:13])=[O:16])=[CH:10][CH:9]=1. The catalyst class is: 5. (7) Reactant: [C:1]([C:3]1[CH:4]=[C:5]([C:22]2[N:27]=[CH:26][N:25]=[C:24]([NH:28][C:29]3[CH:34]=[CH:33][C:32]([C@H:35]4[CH2:39][CH2:38][CH2:37][N:36]4C(OC(C)(C)C)=O)=[CH:31][CH:30]=3)[N:23]=2)[CH:6]=[CH:7][C:8]=1[O:9][C@H:10]1[CH2:15][CH2:14][N:13]([C:16](=[O:20])[C@@H:17]([OH:19])[CH3:18])[CH2:12][C@H:11]1[F:21])#[N:2].C(O)(C(F)(F)F)=O. Product: [F:21][C@H:11]1[C@@H:10]([O:9][C:8]2[CH:7]=[CH:6][C:5]([C:22]3[N:23]=[C:24]([NH:28][C:29]4[CH:30]=[CH:31][C:32]([C@H:35]5[CH2:39][CH2:38][CH2:37][NH:36]5)=[CH:33][CH:34]=4)[N:25]=[CH:26][N:27]=3)=[CH:4][C:3]=2[C:1]#[N:2])[CH2:15][CH2:14][N:13]([C:16](=[O:20])[C@@H:17]([OH:19])[CH3:18])[CH2:12]1. The catalyst class is: 2.